Dataset: Full USPTO retrosynthesis dataset with 1.9M reactions from patents (1976-2016). Task: Predict the reactants needed to synthesize the given product. (1) Given the product [CH:1]1([N:6]2[CH2:12][C:11]([F:14])([F:13])[C:10](=[O:15])[N:9]([CH3:16])[C:8]3[CH:17]=[N:18][C:19]([NH:21][C:22]4[CH:30]=[CH:29][C:25]([C:26]([NH:65][CH2:64][CH2:63][CH2:62][N:57]5[CH2:61][CH2:60][CH2:59][CH2:58]5)=[O:28])=[CH:24][C:23]=4[O:31][CH3:32])=[N:20][C:7]2=3)[CH2:2][CH2:3][CH2:4][CH2:5]1, predict the reactants needed to synthesize it. The reactants are: [CH:1]1([N:6]2[CH2:12][C:11]([F:14])([F:13])[C:10](=[O:15])[N:9]([CH3:16])[C:8]3[CH:17]=[N:18][C:19]([NH:21][C:22]4[CH:30]=[CH:29][C:25]([C:26]([OH:28])=O)=[CH:24][C:23]=4[O:31][CH3:32])=[N:20][C:7]2=3)[CH2:5][CH2:4][CH2:3][CH2:2]1.F[P-](F)(F)(F)(F)F.CN(C(N(C)C)=[N+]1C2C(=NC=CC=2)[N+]([O-])=N1)C.[N:57]1([CH2:62][CH2:63][CH2:64][NH2:65])[CH2:61][CH2:60][CH2:59][CH2:58]1.[OH-].[Na+]. (2) Given the product [N:16]1([CH2:21][CH2:22][C:23]2[CH:24]=[C:25]([NH:29]/[CH:3]=[C:4]3\[C:5](=[O:15])[NH:6][C:7](=[O:14])[C:8]4[C:13]\3=[CH:12][CH:11]=[CH:10][CH:9]=4)[CH:26]=[CH:27][CH:28]=2)[CH2:20][CH2:19][CH2:18][CH2:17]1, predict the reactants needed to synthesize it. The reactants are: CO[CH:3]=[C:4]1[C:13]2[C:8](=[CH:9][CH:10]=[CH:11][CH:12]=2)[C:7](=[O:14])[NH:6][C:5]1=[O:15].[N:16]1([CH2:21][CH2:22][C:23]2[CH:24]=[C:25]([NH2:29])[CH:26]=[CH:27][CH:28]=2)[CH2:20][CH2:19][CH2:18][CH2:17]1.